This data is from Forward reaction prediction with 1.9M reactions from USPTO patents (1976-2016). The task is: Predict the product of the given reaction. (1) Given the reactants [Cl:1][C:2]1[CH:3]=[C:4]([C:9]2[CH:14]=[CH:13][CH:12]=[C:11]([CH:15]=[O:16])[C:10]=2[OH:17])[CH:5]=[CH:6][C:7]=1[Cl:8].C([O-])(=O)C.[Na+].[Br:23]Br, predict the reaction product. The product is: [Br:23][C:13]1[CH:12]=[C:11]([CH:15]=[O:16])[C:10]([OH:17])=[C:9]([C:4]2[CH:5]=[CH:6][C:7]([Cl:8])=[C:2]([Cl:1])[CH:3]=2)[CH:14]=1. (2) Given the reactants [C:1](Cl)(=[O:3])[CH3:2].[OH:5][CH2:6][CH2:7][O:8][C:9]1[CH:14]=[C:13]([CH3:15])[C:12]([C:16]2[CH:21]=[CH:20][C:19]([C:22](=[O:24])[CH3:23])=[CH:18][CH:17]=2)=[C:11]([CH3:25])[CH:10]=1.C(N(CC)CC)C.O, predict the reaction product. The product is: [C:1]([O:5][CH2:6][CH2:7][O:8][C:9]1[CH:10]=[C:11]([CH3:25])[C:12]([C:16]2[CH:17]=[CH:18][C:19]([C:22](=[O:24])[CH3:23])=[CH:20][CH:21]=2)=[C:13]([CH3:15])[CH:14]=1)(=[O:3])[CH3:2]. (3) Given the reactants [Cl:1][C:2]1[N:7]=[C:6]([SH:8])[CH:5]=[CH:4][CH:3]=1.C([O-])([O-])=O.[Cs+].[Cs+].I[CH2:16][CH2:17][CH3:18], predict the reaction product. The product is: [Cl:1][C:2]1[CH:3]=[CH:4][CH:5]=[C:6]([S:8][CH2:16][CH2:17][CH3:18])[N:7]=1.